Predict the product of the given reaction. From a dataset of Forward reaction prediction with 1.9M reactions from USPTO patents (1976-2016). Given the reactants [Cl:1][C:2]1[CH:16]=[CH:15][C:5]([CH2:6][O:7][C:8]2[CH:13]=[CH:12][NH:11][C:10](=[O:14])[CH:9]=2)=[CH:4][CH:3]=1.Br[C:18]1[CH:19]=[CH:20][C:21]([N+:26]([O-:28])=[O:27])=[C:22]([CH:25]=1)[NH:23][CH3:24].CNCCNC.C(=O)([O-])[O-].[K+].[K+].N, predict the reaction product. The product is: [Cl:1][C:2]1[CH:16]=[CH:15][C:5]([CH2:6][O:7][C:8]2[CH:13]=[CH:12][N:11]([C:18]3[CH:19]=[CH:20][C:21]([N+:26]([O-:28])=[O:27])=[C:22]([NH:23][CH3:24])[CH:25]=3)[C:10](=[O:14])[CH:9]=2)=[CH:4][CH:3]=1.